This data is from Catalyst prediction with 721,799 reactions and 888 catalyst types from USPTO. The task is: Predict which catalyst facilitates the given reaction. Reactant: [Cl:1][C:2]1[CH:7]=[CH:6][C:5]([C:8]2[C:12]3[CH2:13][N:14]([C:17](=[O:19])[CH3:18])[CH2:15][CH2:16][C:11]=3[N:10]([CH2:20][C@@H:21]3[CH2:23][O:22]3)[N:9]=2)=[CH:4][C:3]=1[CH3:24].[Cl:25][C:26]1[CH:27]=[CH:28][C:29]2[NH:33][C:32](=[O:34])[N:31]([CH:35]3[CH2:40][CH2:39][NH:38][CH2:37][CH2:36]3)[C:30]=2[CH:41]=1. Product: [C:17]([N:14]1[CH2:15][CH2:16][C:11]2[N:10]([CH2:20][C@@H:21]([OH:22])[CH2:23][N:38]3[CH2:37][CH2:36][CH:35]([N:31]4[C:30]5[CH:41]=[C:26]([Cl:25])[CH:27]=[CH:28][C:29]=5[NH:33][C:32]4=[O:34])[CH2:40][CH2:39]3)[N:9]=[C:8]([C:5]3[CH:6]=[CH:7][C:2]([Cl:1])=[C:3]([CH3:24])[CH:4]=3)[C:12]=2[CH2:13]1)(=[O:19])[CH3:18]. The catalyst class is: 271.